From a dataset of Peptide-MHC class II binding affinity with 134,281 pairs from IEDB. Regression. Given a peptide amino acid sequence and an MHC pseudo amino acid sequence, predict their binding affinity value. This is MHC class II binding data. (1) The peptide sequence is TLGVNMVRRGVRSLS. The MHC is H-2-IEd with pseudo-sequence H-2-IEd. The binding affinity (normalized) is 0.155. (2) The peptide sequence is EFRVSTTENVVNLSN. The MHC is DRB1_1501 with pseudo-sequence DRB1_1501. The binding affinity (normalized) is 0.217. (3) The peptide sequence is TVWAQSADFPQFKPE. The MHC is DRB1_0405 with pseudo-sequence DRB1_0405. The binding affinity (normalized) is 0.404.